From a dataset of HIV replication inhibition screening data with 41,000+ compounds from the AIDS Antiviral Screen. Binary Classification. Given a drug SMILES string, predict its activity (active/inactive) in a high-throughput screening assay against a specified biological target. (1) The result is 0 (inactive). The drug is c1ccc2c(c1)nc1n2CSC1. (2) The result is 0 (inactive). The compound is CCOC(=O)C1C(c2ccc(O)c(OC)c2)c2c(n[nH]c2O)CC1(C)O. (3) The compound is O=[N+]([O-])C1=C(c2ccccc2)SC([N+](=O)[O-])=C(c2ccccc2)S1. The result is 0 (inactive). (4) The result is 0 (inactive). The compound is CC(C)(C)C(=O)C=Cc1ccc(C#N)cc1.